Dataset: NCI-60 drug combinations with 297,098 pairs across 59 cell lines. Task: Regression. Given two drug SMILES strings and cell line genomic features, predict the synergy score measuring deviation from expected non-interaction effect. (1) Drug 1: C1=CN(C(=O)N=C1N)C2C(C(C(O2)CO)O)O.Cl. Drug 2: C1CCC(C(C1)N)N.C(=O)(C(=O)[O-])[O-].[Pt+4]. Cell line: MDA-MB-435. Synergy scores: CSS=27.6, Synergy_ZIP=-7.35, Synergy_Bliss=-3.21, Synergy_Loewe=-1.94, Synergy_HSA=-1.07. (2) Synergy scores: CSS=-0.598, Synergy_ZIP=-2.11, Synergy_Bliss=-4.25, Synergy_Loewe=-4.11, Synergy_HSA=-3.96. Drug 1: CCC(=C(C1=CC=CC=C1)C2=CC=C(C=C2)OCCN(C)C)C3=CC=CC=C3.C(C(=O)O)C(CC(=O)O)(C(=O)O)O. Cell line: MDA-MB-231. Drug 2: C(CC(=O)O)C(=O)CN.Cl. (3) Drug 1: C1CN1C2=NC(=NC(=N2)N3CC3)N4CC4. Drug 2: C1CCC(C(C1)N)N.C(=O)(C(=O)[O-])[O-].[Pt+4]. Cell line: MDA-MB-435. Synergy scores: CSS=34.4, Synergy_ZIP=-4.59, Synergy_Bliss=1.16, Synergy_Loewe=2.47, Synergy_HSA=4.58. (4) Synergy scores: CSS=0.952, Synergy_ZIP=-2.67, Synergy_Bliss=-1.88, Synergy_Loewe=-4.22, Synergy_HSA=-2.23. Drug 1: C1CN1P(=S)(N2CC2)N3CC3. Drug 2: CC1=C(C(CCC1)(C)C)C=CC(=CC=CC(=CC(=O)O)C)C. Cell line: SK-MEL-28. (5) Drug 1: C1=CN(C(=O)N=C1N)C2C(C(C(O2)CO)O)O.Cl. Drug 2: C(=O)(N)NO. Cell line: MALME-3M. Synergy scores: CSS=36.8, Synergy_ZIP=-8.14, Synergy_Bliss=-1.52, Synergy_Loewe=-37.5, Synergy_HSA=-0.198. (6) Drug 1: C1C(C(OC1N2C=NC3=C(N=C(N=C32)Cl)N)CO)O. Drug 2: C1CNP(=O)(OC1)N(CCCl)CCCl. Cell line: OVCAR3. Synergy scores: CSS=11.2, Synergy_ZIP=-1.86, Synergy_Bliss=2.05, Synergy_Loewe=-81.0, Synergy_HSA=0.410. (7) Drug 1: CN1C(=O)N2C=NC(=C2N=N1)C(=O)N. Drug 2: C1=NNC2=C1C(=O)NC=N2. Cell line: HT29. Synergy scores: CSS=-1.61, Synergy_ZIP=0.672, Synergy_Bliss=-0.0585, Synergy_Loewe=-2.13, Synergy_HSA=-1.96.